This data is from Reaction yield outcomes from USPTO patents with 853,638 reactions. The task is: Predict the reaction yield, written as a fraction of the theoretical maximum amount of product (1.0 means a 100% yield; for example, 0.34 means a 34% yield). (1) The reactants are [CH:1]([C:3]1[CH:8]=[CH:7][C:6](B(O)O)=[CH:5][CH:4]=1)=[O:2].[C:12]12([C:22]3[CH:23]=[C:24](Br)[CH:25]=[CH:26][C:27]=3[O:28][Si:29]([C:32]([CH3:35])([CH3:34])[CH3:33])([CH3:31])[CH3:30])[CH2:21][CH:16]3[CH2:17][CH:18]([CH2:20][CH:14]([CH2:15]3)[CH2:13]1)[CH2:19]2.C(=O)([O-])[O-].[K+].[K+]. The catalyst is C1(C)C=CC=CC=1.CO.O.C(OCC)(=O)C.[Pd].C1(P(C2C=CC=CC=2)C2C=CC=CC=2)C=CC=CC=1.C1(P(C2C=CC=CC=2)C2C=CC=CC=2)C=CC=CC=1.C1(P(C2C=CC=CC=2)C2C=CC=CC=2)C=CC=CC=1.C1(P(C2C=CC=CC=2)C2C=CC=CC=2)C=CC=CC=1. The product is [C:12]12([C:22]3[CH:23]=[C:24]([C:6]4[CH:7]=[CH:8][C:3]([CH:1]=[O:2])=[CH:4][CH:5]=4)[CH:25]=[CH:26][C:27]=3[O:28][Si:29]([C:32]([CH3:35])([CH3:34])[CH3:33])([CH3:30])[CH3:31])[CH2:13][CH:14]3[CH2:20][CH:18]([CH2:17][CH:16]([CH2:15]3)[CH2:21]1)[CH2:19]2. The yield is 0.780. (2) The catalyst is O. The product is [CH3:12][C:13]1[N:14]=[CH:15][N:16]([C:2]2[CH:11]=[CH:10][C:5]([C:6]([O:8][CH3:9])=[O:7])=[CH:4][CH:3]=2)[CH:17]=1. The yield is 0.100. The reactants are F[C:2]1[CH:11]=[CH:10][C:5]([C:6]([O:8][CH3:9])=[O:7])=[CH:4][CH:3]=1.[CH3:12][C:13]1[N:14]=[CH:15][NH:16][CH:17]=1.C(=O)([O-])[O-].[K+].[K+].CN(C=O)C. (3) The reactants are [CH:1]1([CH:4]=[CH:5][C:6]2[S:10][C:9]([CH:11]=[O:12])=[CH:8][CH:7]=2)[CH2:3][CH2:2]1.[BH4-].[Na+].C(O)(=O)C.O. The catalyst is O1CCCC1CCO. The product is [CH:1]1([CH:4]=[CH:5][C:6]2[S:10][C:9]([CH2:11][OH:12])=[CH:8][CH:7]=2)[CH2:3][CH2:2]1. The yield is 0.962. (4) The reactants are [O:1]=[C:2]1[C:10]2[C:5](=[CH:6][CH:7]=[CH:8][CH:9]=2)[C:4](=[O:11])[N:3]1[CH2:12][C:13]1[N:18]=[C:17]([C:19]#[N:20])[CH:16]=[CH:15][CH:14]=1.[C:21](OC)(=[O:29])[C:22]1[C:23](=[CH:25][CH:26]=[CH:27][CH:28]=1)[SH:24].C(N(CC)CC)C. The catalyst is C1(C)C=CC=CC=1. The product is [O:29]=[C:21]1[C:22]2[CH:28]=[CH:27][CH:26]=[CH:25][C:23]=2[S:24][C:19]([C:17]2[N:18]=[C:13]([CH2:12][N:3]3[C:2](=[O:1])[C:10]4[C:5](=[CH:6][CH:7]=[CH:8][CH:9]=4)[C:4]3=[O:11])[CH:14]=[CH:15][CH:16]=2)=[N:20]1. The yield is 0.780. (5) The reactants are [CH3:1][O:2][CH2:3][CH2:4][O:5][C:6]1[CH:11]=[CH:10][C:9](/[CH:12]=[CH:13]/[C:14]([NH:16][S:17]([CH2:20][CH2:21][CH2:22][CH2:23][CH3:24])(=[O:19])=[O:18])=[O:15])=[C:8]([O:25][CH2:26][CH:27]2[CH2:31][CH2:30][CH2:29][O:28]2)[CH:7]=1. The catalyst is CO.[C].[Pd]. The product is [CH3:1][O:2][CH2:3][CH2:4][O:5][C:6]1[CH:11]=[CH:10][C:9]([CH2:12][CH2:13][C:14]([NH:16][S:17]([CH2:20][CH2:21][CH2:22][CH2:23][CH3:24])(=[O:19])=[O:18])=[O:15])=[C:8]([O:25][CH2:26][CH:27]2[CH2:31][CH2:30][CH2:29][O:28]2)[CH:7]=1. The yield is 0.920. (6) The reactants are C([O:5][C:6](=[O:19])[CH2:7][NH:8][C:9]([C:11]1[C:16]([OH:17])=[CH:15][C:14]([OH:18])=[CH:13][N:12]=1)=[O:10])(C)(C)C.FC(F)(F)C(O)=O. The catalyst is C(Cl)Cl. The product is [OH:17][C:16]1[C:11]([C:9]([NH:8][CH2:7][C:6]([OH:19])=[O:5])=[O:10])=[N:12][CH:13]=[C:14]([OH:18])[CH:15]=1. The yield is 0.890. (7) The reactants are C1(S([N:10]2[C:14]3=[N:15][CH:16]=[C:17]([N:19]4[CH2:24][CH2:23][O:22][CH2:21][CH2:20]4)[CH:18]=[C:13]3[C:12]([C:25]3[CH:26]=[N:27][NH:28][CH:29]=3)=[CH:11]2)(=O)=O)C=CC=CC=1.[OH-].[Na+].C(Cl)Cl. The catalyst is CCO. The product is [N:19]1([C:17]2[CH:18]=[C:13]3[C:12]([C:25]4[CH:29]=[N:28][NH:27][CH:26]=4)=[CH:11][NH:10][C:14]3=[N:15][CH:16]=2)[CH2:24][CH2:23][O:22][CH2:21][CH2:20]1. The yield is 0.780. (8) The reactants are [CH3:1][CH:2]1[O:6][C:5]([C:7]2[CH:12]=[CH:11][C:10]([N+:13]([O-:15])=[O:14])=[CH:9][CH:8]=2)=[N:4][CH:3]1[C:16]([O:18][CH3:19])=[O:17].BrN1C(=O)CCC1=O. The catalyst is C1C=CC=CC=1. The product is [CH3:1][C:2]1[O:6][C:5]([C:7]2[CH:8]=[CH:9][C:10]([N+:13]([O-:15])=[O:14])=[CH:11][CH:12]=2)=[N:4][C:3]=1[C:16]([O:18][CH3:19])=[O:17]. The yield is 0.690. (9) The reactants are Cl.[Cl:2][C:3]1[CH:23]=[CH:22][C:6]([O:7][C:8]2[CH:21]=[CH:20][C:11]([O:12][CH2:13][C@@H:14]3[CH2:19][CH2:18][CH2:17][CH2:16][NH:15]3)=[CH:10][CH:9]=2)=[CH:5][CH:4]=1.Br[CH2:25][CH2:26][C:27]([O:29][CH3:30])=[O:28].C(N(CC)CC)C. The catalyst is ClCCl.O. The product is [CH3:30][O:29][C:27](=[O:28])[CH2:26][CH2:25][N:15]1[CH2:16][CH2:17][CH2:18][CH2:19][C@H:14]1[CH2:13][O:12][C:11]1[CH:20]=[CH:21][C:8]([O:7][C:6]2[CH:22]=[CH:23][C:3]([Cl:2])=[CH:4][CH:5]=2)=[CH:9][CH:10]=1. The yield is 0.250.